Dataset: Catalyst prediction with 721,799 reactions and 888 catalyst types from USPTO. Task: Predict which catalyst facilitates the given reaction. (1) Reactant: [NH2:1][C:2]([C:5]1[CH:14]=[CH:13][C:8]([C:9]([O:11][CH3:12])=[O:10])=[CH:7][CH:6]=1)([CH3:4])[CH3:3].C(=O)([O-])O.[Na+].[C:20](Cl)(=[O:24])[O:21][CH2:22][CH3:23].O. Product: [CH2:22]([O:21][C:20]([NH:1][C:2]([C:5]1[CH:14]=[CH:13][C:8]([C:9]([O:11][CH3:12])=[O:10])=[CH:7][CH:6]=1)([CH3:3])[CH3:4])=[O:24])[CH3:23]. The catalyst class is: 4. (2) The catalyst class is: 16. Product: [Br:22][C:19]1[CH:18]=[C:17]2[C:16]([CH:5]([CH3:4])[C:6](=[O:7])[NH:23]2)=[CH:21][CH:20]=1. Reactant: [H-].[Na+].C[CH2:4][CH:5](C(OCC)=O)[C:6](OC)=[O:7].Br[C:16]1[CH:21]=[CH:20][C:19]([Br:22])=[CH:18][C:17]=1[N+:23]([O-])=O. (3) Reactant: [F:1][C:2]([F:26])([F:25])[C:3]1[CH:8]=[CH:7][C:6]([C:9]2[O:13][C:12]([C:14]3[CH:24]=[CH:23][CH:22]=[CH:21][C:15]=3[C:16]([O:18]CC)=[O:17])=[CH:11][CH:10]=2)=[CH:5][CH:4]=1.[OH-].[Na+].O1CCCC1.Cl. Product: [F:25][C:2]([F:1])([F:26])[C:3]1[CH:4]=[CH:5][C:6]([C:9]2[O:13][C:12]([C:14]3[CH:24]=[CH:23][CH:22]=[CH:21][C:15]=3[C:16]([OH:18])=[O:17])=[CH:11][CH:10]=2)=[CH:7][CH:8]=1. The catalyst class is: 97. (4) Reactant: [C:1]1([CH2:7][C:8]([OH:10])=O)[CH:6]=[CH:5][CH:4]=[CH:3][CH:2]=1.CCN=C=NCCCN(C)C.[C:22]([O:26][C:27](=[O:54])[CH:28]([NH:38][C:39]([C:41]1[CH:46]=[CH:45][C:44]([C:47]2[CH:52]=[CH:51][C:50]([NH2:53])=[CH:49][CH:48]=2)=[CH:43][CH:42]=1)=[O:40])[CH2:29][CH2:30][C:31]([O:33][C:34]([CH3:37])([CH3:36])[CH3:35])=[O:32])([CH3:25])([CH3:24])[CH3:23].CCN(CC)CC. Product: [C:22]([O:26][C:27](=[O:54])[CH:28]([NH:38][C:39]([C:41]1[CH:42]=[CH:43][C:44]([C:47]2[CH:48]=[CH:49][C:50]([NH:53][C:8](=[O:10])[CH2:7][C:1]3[CH:2]=[CH:3][CH:4]=[CH:5][CH:6]=3)=[CH:51][CH:52]=2)=[CH:45][CH:46]=1)=[O:40])[CH2:29][CH2:30][C:31]([O:33][C:34]([CH3:37])([CH3:36])[CH3:35])=[O:32])([CH3:23])([CH3:24])[CH3:25]. The catalyst class is: 239.